This data is from NCI-60 drug combinations with 297,098 pairs across 59 cell lines. The task is: Regression. Given two drug SMILES strings and cell line genomic features, predict the synergy score measuring deviation from expected non-interaction effect. (1) Drug 1: C1C(C(OC1N2C=NC3=C(N=C(N=C32)Cl)N)CO)O. Drug 2: C1CC(C1)(C(=O)O)C(=O)O.[NH2-].[NH2-].[Pt+2]. Cell line: MDA-MB-435. Synergy scores: CSS=13.0, Synergy_ZIP=-6.43, Synergy_Bliss=0.358, Synergy_Loewe=-23.2, Synergy_HSA=-0.472. (2) Drug 1: C1=NC2=C(N1)C(=S)N=C(N2)N. Drug 2: C1=CC(=CC=C1C#N)C(C2=CC=C(C=C2)C#N)N3C=NC=N3. Cell line: IGROV1. Synergy scores: CSS=6.38, Synergy_ZIP=0.106, Synergy_Bliss=0.100, Synergy_Loewe=1.30, Synergy_HSA=1.32. (3) Drug 1: CS(=O)(=O)C1=CC(=C(C=C1)C(=O)NC2=CC(=C(C=C2)Cl)C3=CC=CC=N3)Cl. Drug 2: C1=CN(C=N1)CC(O)(P(=O)(O)O)P(=O)(O)O. Cell line: K-562. Synergy scores: CSS=23.0, Synergy_ZIP=2.10, Synergy_Bliss=6.20, Synergy_Loewe=4.42, Synergy_HSA=5.50. (4) Drug 1: C1=CC(=CC=C1CCC2=CNC3=C2C(=O)NC(=N3)N)C(=O)NC(CCC(=O)O)C(=O)O. Drug 2: CC1C(C(CC(O1)OC2CC(CC3=C2C(=C4C(=C3O)C(=O)C5=C(C4=O)C(=CC=C5)OC)O)(C(=O)C)O)N)O.Cl. Cell line: SF-295. Synergy scores: CSS=50.6, Synergy_ZIP=7.18, Synergy_Bliss=7.43, Synergy_Loewe=6.25, Synergy_HSA=12.1.